Dataset: Full USPTO retrosynthesis dataset with 1.9M reactions from patents (1976-2016). Task: Predict the reactants needed to synthesize the given product. (1) Given the product [NH:1]1[C:10]2[C:5](=[CH:6][C:7]([C:11]([O:13][CH3:14])=[O:12])=[CH:8][CH:9]=2)[CH2:4][CH2:3][CH2:2]1, predict the reactants needed to synthesize it. The reactants are: [N:1]1[C:10]2[C:5](=[CH:6][C:7]([C:11]([O:13][CH3:14])=[O:12])=[CH:8][CH:9]=2)[CH:4]=[CH:3][CH:2]=1.C([O-])=O.[NH4+]. (2) Given the product [NH2:1][C:2]1[C:3]2[C:13]([O:14][CH2:15][C:16]([NH:19][C:20](=[O:28])[C:21]3[CH:26]=[CH:25][N:24]=[C:23]([N:31]4[CH:32]=[CH:33][N:34]=[C:30]4[CH3:29])[CH:22]=3)([CH3:18])[CH3:17])=[CH:12][CH:11]=[CH:10][C:4]=2[NH:5][S:6](=[O:9])(=[O:8])[N:7]=1, predict the reactants needed to synthesize it. The reactants are: [NH2:1][C:2]1[C:3]2[C:13]([O:14][CH2:15][C:16]([NH:19][C:20](=[O:28])[C:21]3[CH:26]=[CH:25][N:24]=[C:23](Br)[CH:22]=3)([CH3:18])[CH3:17])=[CH:12][CH:11]=[CH:10][C:4]=2[NH:5][S:6](=[O:9])(=[O:8])[N:7]=1.[CH3:29][C:30]1[NH:31][CH:32]=[CH:33][N:34]=1. (3) Given the product [C:1]([C:3]1[CH:10]=[CH:9][C:6]([CH2:7][NH:11][CH2:12][C:13]([O:15][C:16]([CH3:19])([CH3:18])[CH3:17])=[O:14])=[CH:5][CH:4]=1)#[N:2], predict the reactants needed to synthesize it. The reactants are: [C:1]([C:3]1[CH:10]=[CH:9][C:6]([CH2:7]Br)=[CH:5][CH:4]=1)#[N:2].[NH2:11][CH2:12][C:13]([O:15][C:16]([CH3:19])([CH3:18])[CH3:17])=[O:14]. (4) The reactants are: [CH2:1]([C:3]1[C:7]([N+:8]([O-:10])=[O:9])=[C:6]([C:11]([NH2:13])=[O:12])[NH:5][N:4]=1)[CH3:2].C(=O)([O-])[O-].[Na+].[Na+].[CH3:20][O:21][CH2:22][CH2:23]Br.C(Cl)Cl. Given the product [CH2:1]([C:3]1[N:4]([CH2:23][CH2:22][O:21][CH3:20])[N:5]=[C:6]([C:11]([NH2:13])=[O:12])[C:7]=1[N+:8]([O-:10])=[O:9])[CH3:2], predict the reactants needed to synthesize it. (5) Given the product [Cl:33][C:30]1[CH:31]=[CH:32][C:27]([CH2:26][NH:25][C:51]([C:50]2[NH:49][C:48]([CH:62]([CH3:63])[CH3:64])=[N:47][C:46]=2[CH3:45])=[O:52])=[C:28]([F:44])[C:29]=1[O:34][C:35]1[CH:36]=[C:37]([C:38]#[N:39])[CH:40]=[C:41]([Cl:43])[CH:42]=1, predict the reactants needed to synthesize it. The reactants are: CN(C(ON1N=NC2C=CC=NC1=2)=[N+](C)C)C.F[P-](F)(F)(F)(F)F.[NH2:25][CH2:26][C:27]1[C:28]([F:44])=[C:29]([O:34][C:35]2[CH:36]=[C:37]([CH:40]=[C:41]([Cl:43])[CH:42]=2)[C:38]#[N:39])[C:30]([Cl:33])=[CH:31][CH:32]=1.[CH3:45][C:46]1[N:47]=[C:48]([CH:62]([CH3:64])[CH3:63])[N:49](COCC[Si](C)(C)C)[C:50]=1[C:51](O)=[O:52].C(N(C(C)C)CC)(C)C.